Dataset: CYP2D6 inhibition data for predicting drug metabolism from PubChem BioAssay. Task: Regression/Classification. Given a drug SMILES string, predict its absorption, distribution, metabolism, or excretion properties. Task type varies by dataset: regression for continuous measurements (e.g., permeability, clearance, half-life) or binary classification for categorical outcomes (e.g., BBB penetration, CYP inhibition). Dataset: cyp2d6_veith. (1) The molecule is COc1cccc(Cn2c(=O)c(-c3cccs3)nc3cnc(N4CCN(C)CC4)nc32)c1. The result is 0 (non-inhibitor). (2) The drug is CN1CCC(OC(c2ccccc2)c2ccccc2)CC1. The result is 1 (inhibitor).